This data is from Reaction yield outcomes from USPTO patents with 853,638 reactions. The task is: Predict the reaction yield, written as a fraction of the theoretical maximum amount of product (1.0 means a 100% yield; for example, 0.34 means a 34% yield). The reactants are [Br:1][CH2:2][CH2:3][O:4][C:5]1[CH:10]=[CH:9][C:8]([CH2:11][C:12]([O:14]C)=[O:13])=[CH:7][CH:6]=1.CO.[OH-].[Na+]. The catalyst is O. The product is [Br:1][CH2:2][CH2:3][O:4][C:5]1[CH:10]=[CH:9][C:8]([CH2:11][C:12]([OH:14])=[O:13])=[CH:7][CH:6]=1. The yield is 0.970.